This data is from Full USPTO retrosynthesis dataset with 1.9M reactions from patents (1976-2016). The task is: Predict the reactants needed to synthesize the given product. (1) The reactants are: C([S:18][CH2:19][CH2:20][NH:21][C:22](=[O:65])[CH2:23][CH2:24][NH:25][C:26](=[O:64])[C@H:27]([OH:63])[C:28]([CH3:62])([CH3:61])[CH2:29][O:30][P:31]([OH:60])(=[O:59])[O:32][P:33]([OH:58])(=[O:57])[O:34][CH2:35][C@H:36]1[O:40][C@@H:39]([N:41]2[C:50]3[N:49]=[CH:48][N:47]=[C:45]([NH2:46])[C:44]=3[N:43]=[CH:42]2)[C@H:38]([OH:51])[C@@H:37]1[O:52][P:53]([OH:56])([OH:55])=[O:54])(=O)CCCCCCCCCCCCCCC.N[C@H](C(O)=O)CO.N. Given the product [CH3:62][C:28]([C@@H:27]([OH:63])[C:26]([NH:25][CH2:24][CH2:23][C:22]([NH:21][CH2:20][CH2:19][SH:18])=[O:65])=[O:64])([CH2:29][O:30][P:31]([O:32][P:33]([O:34][CH2:35][C@H:36]1[O:40][C@@H:39]([N:41]2[C:50]3[N:49]=[CH:48][N:47]=[C:45]([NH2:46])[C:44]=3[N:43]=[CH:42]2)[C@H:38]([OH:51])[C@@H:37]1[O:52][P:53]([OH:56])([OH:55])=[O:54])([OH:58])=[O:57])([OH:60])=[O:59])[CH3:61], predict the reactants needed to synthesize it. (2) Given the product [CH3:10][CH2:9][CH2:8][CH2:7][CH2:6][CH2:5][CH2:4][CH2:3][CH2:2][CH2:1][C:14](=[O:13])[CH2:15][CH2:16][CH2:17][CH2:1][CH2:2][CH2:3][CH2:4][C:5]#[C:6][CH2:7][C:8]#[C:9][CH2:10][C:1]#[C:2][CH2:3][CH3:4], predict the reactants needed to synthesize it. The reactants are: [CH2:1]([Mg]Br)[CH2:2][CH2:3][CH2:4][CH2:5][CH2:6][CH2:7][CH2:8][CH2:9][CH3:10].[O:13]1[CH2:17][CH2:16][CH2:15][CH2:14]1. (3) Given the product [CH3:27][C:2]1[N:3]=[C:4]([C:22]([F:25])([F:24])[F:23])[N:5]2[CH:10]=[C:9]([C:11]3[CH:16]=[CH:15][C:14]([O:17][C:18]([F:21])([F:20])[F:19])=[CH:13][CH:12]=3)[CH:8]=[CH:7][C:6]=12, predict the reactants needed to synthesize it. The reactants are: Br[C:2]1[N:3]=[C:4]([C:22]([F:25])([F:24])[F:23])[N:5]2[CH:10]=[C:9]([C:11]3[CH:16]=[CH:15][C:14]([O:17][C:18]([F:21])([F:20])[F:19])=[CH:13][CH:12]=3)[CH:8]=[CH:7][C:6]=12.[Li][C:27](C)(C)C.CI.O.